Task: Predict the reactants needed to synthesize the given product.. Dataset: Full USPTO retrosynthesis dataset with 1.9M reactions from patents (1976-2016) (1) Given the product [Cl:7][C:8]1[CH:16]=[C:15]2[C:11]([C:12]([NH:17][C:1](=[O:5])[CH:2]=[CH:3][CH3:4])=[N:13][NH:14]2)=[CH:10][CH:9]=1, predict the reactants needed to synthesize it. The reactants are: [C:1](Cl)(=[O:5])/[CH:2]=[CH:3]/[CH3:4].[Cl:7][C:8]1[CH:16]=[C:15]2[C:11]([C:12]([NH2:17])=[N:13][NH:14]2)=[CH:10][CH:9]=1. (2) Given the product [ClH:34].[CH2:15]([N:14]([CH2:37][CH:38]1[CH2:42][CH2:43]1)[C:12]1[N:11]=[C:10]([NH:17][CH2:18][CH:19]2[CH2:21][CH2:20]2)[C:8]2[N:9]=[C:4]([NH:3][CH2:1][CH3:2])[N:5]=[C:6]([NH2:22])[C:7]=2[N:13]=1)[CH3:16], predict the reactants needed to synthesize it. The reactants are: [CH2:1]([NH:3][C:4]1[N:5]=[C:6]([NH:22]CC2CC2)[C:7]2[N:13]=[C:12]([NH:14][CH2:15][CH3:16])[N:11]=[C:10]([NH:17][CH2:18][CH:19]3[CH2:21][CH2:20]3)[C:8]=2[N:9]=1)[CH3:2].Cl.C(OCC)C.Cl.[Cl:34]C1N=[C:37](NCCC)[C:38]2N=C(NC)N=[C:42](NCCC)[C:43]=2N=1. (3) The reactants are: C([SiH](CC)CC)C.O[CH:9]([C:20]1[CH:25]=[CH:24][C:23]([O:26][CH2:27][CH2:28][C:29]2[N:30]=[C:31]([C:35]3[CH:40]=[CH:39][CH:38]=[CH:37][CH:36]=3)[O:32][C:33]=2[CH3:34])=[CH:22][CH:21]=1)[C:10]1([C:16]([O:18]C)=[O:17])[CH2:15][CH2:14][CH2:13][CH2:12][CH2:11]1.O.[OH-].[Li+].Cl. Given the product [CH3:34][C:33]1[O:32][C:31]([C:35]2[CH:36]=[CH:37][CH:38]=[CH:39][CH:40]=2)=[N:30][C:29]=1[CH2:28][CH2:27][O:26][C:23]1[CH:22]=[CH:21][C:20]([CH2:9][C:10]2([C:16]([OH:18])=[O:17])[CH2:15][CH2:14][CH2:13][CH2:12][CH2:11]2)=[CH:25][CH:24]=1, predict the reactants needed to synthesize it. (4) Given the product [Cl:21][C:15]1[CH:16]=[C:17]([Cl:20])[CH:18]=[CH:19][C:14]=1[CH:5]1[C:4]([C:22]([O:24][CH2:25][CH3:26])=[O:23])=[C:3]([CH2:2][N:27]2[CH2:32][CH2:31][O:30][CH2:29][C@@H:28]2[CH2:33][OH:34])[NH:8][C:7]([C:9]2[S:10][CH:11]=[CH:12][N:13]=2)=[N:6]1, predict the reactants needed to synthesize it. The reactants are: Br[CH2:2][C:3]1[NH:8][C:7]([C:9]2[S:10][CH:11]=[CH:12][N:13]=2)=[N:6][CH:5]([C:14]2[CH:19]=[CH:18][C:17]([Cl:20])=[CH:16][C:15]=2[Cl:21])[C:4]=1[C:22]([O:24][CH2:25][CH3:26])=[O:23].[NH:27]1[CH2:32][CH2:31][O:30][CH2:29][C@@H:28]1[CH2:33][OH:34]. (5) The reactants are: Br[C:2]1[CH:3]=[C:4]([NH:10][C:11]2[N:16]=[CH:15][C:14]3=[N:17][N:18]([CH3:21])[C:19]([CH3:20])=[C:13]3[CH:12]=2)[C:5](=[O:9])[N:6]([CH3:8])[CH:7]=1.[C:22]([O:25][CH2:26][C:27]1[C:28]([N:42]2[CH2:53][CH2:52][N:51]3[C:44](=[CH:45][C:46]4[CH2:47][C:48]([CH3:55])([CH3:54])[CH2:49][C:50]=43)[C:43]2=[O:56])=[N:29][CH:30]=[CH:31][C:32]=1B1OC(C)(C)C(C)(C)O1)(=[O:24])[CH3:23].[O-]P([O-])([O-])=O.[K+].[K+].[K+].C([O-])(=O)C.[Na+]. Given the product [C:22]([O:25][CH2:26][C:27]1[C:28]([N:42]2[CH2:53][CH2:52][N:51]3[C:44](=[CH:45][C:46]4[CH2:47][C:48]([CH3:55])([CH3:54])[CH2:49][C:50]=43)[C:43]2=[O:56])=[N:29][CH:30]=[CH:31][C:32]=1[C:2]1[CH:3]=[C:4]([NH:10][C:11]2[N:16]=[CH:15][C:14]3=[N:17][N:18]([CH3:21])[C:19]([CH3:20])=[C:13]3[CH:12]=2)[C:5](=[O:9])[N:6]([CH3:8])[CH:7]=1)(=[O:24])[CH3:23], predict the reactants needed to synthesize it.